This data is from NCI-60 drug combinations with 297,098 pairs across 59 cell lines. The task is: Regression. Given two drug SMILES strings and cell line genomic features, predict the synergy score measuring deviation from expected non-interaction effect. (1) Drug 1: CC1CCC2CC(C(=CC=CC=CC(CC(C(=O)C(C(C(=CC(C(=O)CC(OC(=O)C3CCCCN3C(=O)C(=O)C1(O2)O)C(C)CC4CCC(C(C4)OC)OCCO)C)C)O)OC)C)C)C)OC. Drug 2: B(C(CC(C)C)NC(=O)C(CC1=CC=CC=C1)NC(=O)C2=NC=CN=C2)(O)O. Cell line: SF-539. Synergy scores: CSS=43.0, Synergy_ZIP=-3.06, Synergy_Bliss=-1.99, Synergy_Loewe=-5.75, Synergy_HSA=-3.88. (2) Drug 1: C1=NC2=C(N1)C(=S)N=C(N2)N. Synergy scores: CSS=57.6, Synergy_ZIP=-4.04, Synergy_Bliss=-4.41, Synergy_Loewe=-2.63, Synergy_HSA=-0.528. Cell line: MDA-MB-435. Drug 2: CC1C(C(CC(O1)OC2CC(CC3=C2C(=C4C(=C3O)C(=O)C5=C(C4=O)C(=CC=C5)OC)O)(C(=O)CO)O)N)O.Cl. (3) Drug 1: CCN(CC)CCCC(C)NC1=C2C=C(C=CC2=NC3=C1C=CC(=C3)Cl)OC. Drug 2: COC1=C2C(=CC3=C1OC=C3)C=CC(=O)O2. Cell line: HCC-2998. Synergy scores: CSS=34.6, Synergy_ZIP=5.21, Synergy_Bliss=4.18, Synergy_Loewe=-1.33, Synergy_HSA=9.81.